Dataset: Reaction yield outcomes from USPTO patents with 853,638 reactions. Task: Predict the reaction yield, written as a fraction of the theoretical maximum amount of product (1.0 means a 100% yield; for example, 0.34 means a 34% yield). The reactants are [Cl:1][C:2]1[NH:7][C:6](=[O:8])[C:5]([F:9])=[CH:4][N:3]=1.[Br:10][C:11]1[CH:18]=[CH:17][CH:16]=[CH:15][C:12]=1[CH2:13]Br. No catalyst specified. The product is [Br:10][C:11]1[CH:18]=[CH:17][CH:16]=[CH:15][C:12]=1[CH2:13][N:7]1[C:6](=[O:8])[C:5]([F:9])=[CH:4][N:3]=[C:2]1[Cl:1]. The yield is 0.110.